Dataset: Forward reaction prediction with 1.9M reactions from USPTO patents (1976-2016). Task: Predict the product of the given reaction. (1) Given the reactants [CH3:1][S-:2].[Na+].[Cl:4][C:5]1[CH:10]=[C:9]([CH2:11]Cl)[CH:8]=[C:7]([C:13]([F:16])([F:15])[F:14])[N:6]=1, predict the reaction product. The product is: [Cl:4][C:5]1[CH:10]=[C:9]([CH2:11][S:2][CH3:1])[CH:8]=[C:7]([C:13]([F:16])([F:15])[F:14])[N:6]=1. (2) Given the reactants [C:1]([O:5][C:6]([N:8]1[C:16]2[C:11](=[CH:12][CH:13]=[CH:14][CH:15]=2)[C:10]([CH2:17][C:18]#[N:19])=[CH:9]1)=[O:7])([CH3:4])([CH3:3])[CH3:2].[CH3:20][Si]([N-][Si](C)(C)C)(C)C.[Na+].IC.O, predict the reaction product. The product is: [C:1]([O:5][C:6]([N:8]1[C:16]2[C:11](=[CH:12][CH:13]=[CH:14][CH:15]=2)[C:10]([CH:17]([C:18]#[N:19])[CH3:20])=[CH:9]1)=[O:7])([CH3:4])([CH3:3])[CH3:2]. (3) Given the reactants [CH3:1][C:2]([CH3:27])([CH3:26])[C:3]([NH:5][C@@H:6]1[CH2:15][C:14]2[CH:13]=[C:12]([C:16]([NH:18][O:19]C3CCCCO3)=[O:17])[CH:11]=[CH:10][C:9]=2[CH2:8][CH2:7]1)=[O:4], predict the reaction product. The product is: [CH3:1][C:2]([CH3:27])([CH3:26])[C:3]([NH:5][C@@H:6]1[CH2:15][C:14]2[CH:13]=[C:12]([C:16]([NH:18][OH:19])=[O:17])[CH:11]=[CH:10][C:9]=2[CH2:8][CH2:7]1)=[O:4]. (4) Given the reactants [OH:1][C:2]1[CH:3]=[C:4](B(O)O)[CH:5]=[CH:6][CH:7]=1.Br[CH:12]=[C:13]1[C:19]2[CH:20]=[CH:21][C:22]([O:24][CH3:25])=[CH:23][C:18]=2[CH2:17][CH2:16][C:15]2[CH:26]=[C:27]([O:30][CH3:31])[CH:28]=[CH:29][C:14]1=2, predict the reaction product. The product is: [CH3:25][O:24][C:22]1[CH:21]=[CH:20][C:19]2[C:13](=[CH:12][C:6]3[CH:7]=[C:2]([OH:1])[CH:3]=[CH:4][CH:5]=3)[C:14]3[CH:29]=[CH:28][C:27]([O:30][CH3:31])=[CH:26][C:15]=3[CH2:16][CH2:17][C:18]=2[CH:23]=1. (5) Given the reactants C(N(CC1C=CC=CC=1)[C:9]1([CH2:14][NH:15][C:16]2[C:25]3[C:20](=[CH:21][CH:22]=[C:23]([CH3:26])[CH:24]=3)[N:19]=[C:18]([N:27]3[CH2:33][C:32]4[CH:34]=[CH:35][CH:36]=[CH:37][C:31]=4[S:30](=[O:39])(=[O:38])[CH2:29][CH2:28]3)[CH:17]=2)CC[O:11][CH2:10]1)C1C=CC=CC=1.O1C=CC(N)=[N:48]1, predict the reaction product. The product is: [O:39]=[S:30]1(=[O:38])[C:31]2[CH:37]=[CH:36][CH:35]=[CH:34][C:32]=2[CH2:33][N:27]([C:18]2[CH:17]=[C:16]([NH:15][C:14]3[CH:9]=[CH:10][O:11][N:48]=3)[C:25]3[C:20](=[CH:21][CH:22]=[C:23]([CH3:26])[CH:24]=3)[N:19]=2)[CH2:28][CH2:29]1.